Predict the product of the given reaction. From a dataset of Forward reaction prediction with 1.9M reactions from USPTO patents (1976-2016). Given the reactants [ClH:1].[CH3:2][NH:3][C@:4]12[C@H:12]3[CH2:13][C@H:9]([CH2:10][CH2:11]3)[C@@:8]1([CH3:14])[CH2:7][CH2:6][CH2:5]2.[C:15](=O)([O-])[O-].[K+].[K+].IC, predict the reaction product. The product is: [ClH:1].[CH3:2][N:3]([CH3:15])[C@:4]12[C@H:12]3[CH2:13][C@H:9]([CH2:10][CH2:11]3)[C@@:8]1([CH3:14])[CH2:7][CH2:6][CH2:5]2.